This data is from Reaction yield outcomes from USPTO patents with 853,638 reactions. The task is: Predict the reaction yield, written as a fraction of the theoretical maximum amount of product (1.0 means a 100% yield; for example, 0.34 means a 34% yield). (1) The reactants are [F:1][C:2]1[CH:7]=[C:6]([N+:8]([O-])=O)[CH:5]=[CH:4][C:3]=1[N:11]1[CH2:16][CH2:15][S:14][CH2:13][CH2:12]1. The catalyst is CO.[Pd]. The product is [F:1][C:2]1[CH:7]=[C:6]([CH:5]=[CH:4][C:3]=1[N:11]1[CH2:12][CH2:13][S:14][CH2:15][CH2:16]1)[NH2:8]. The yield is 0.980. (2) The reactants are [C:1]1(C)C=CC=CC=1.N1CCCCC1.[C:14]1([C:20]2[CH:21]=[C:22]([C:28]3[CH:29]=[C:30]4[C:35](=[CH:36][CH:37]=3)[CH:34]=[C:33](C=O)[CH:32]=[CH:31]4)[CH:23]=[CH:24][C:25]=2[O:26][CH3:27])[CH:19]=[CH:18][CH:17]=[CH:16][CH:15]=1.[S:40]=[C:41]1[NH:45][C:44](=[O:46])[CH2:43][S:42]1. The product is [C:14]1([C:20]2[CH:21]=[C:22]([C:28]3[CH:29]=[C:30]4[C:35](=[CH:36][CH:37]=3)[CH:34]=[C:33]([N:45]3[C:44](=[O:46])[C:43](=[CH2:1])[S:42][C:41]3=[S:40])[CH:32]=[CH:31]4)[CH:23]=[CH:24][C:25]=2[O:26][CH3:27])[CH:15]=[CH:16][CH:17]=[CH:18][CH:19]=1. The yield is 0.700. The catalyst is C(O)(=O)C.